The task is: Predict the reaction yield, written as a fraction of the theoretical maximum amount of product (1.0 means a 100% yield; for example, 0.34 means a 34% yield).. This data is from Reaction yield outcomes from USPTO patents with 853,638 reactions. (1) The reactants are C(OP([CH2:10][C:11]([O:13][CH2:14][CH3:15])=[O:12])(COCC)=O)C.[H-].[Na+].[Si:18]([O:25][CH2:26][CH2:27][CH2:28][CH:29]=O)([C:21]([CH3:24])([CH3:23])[CH3:22])([CH3:20])[CH3:19]. The catalyst is C1COCC1. The product is [Si:18]([O:25][CH2:26][CH2:27][CH2:28]/[CH:29]=[CH:10]/[C:11]([O:13][CH2:14][CH3:15])=[O:12])([C:21]([CH3:22])([CH3:23])[CH3:24])([CH3:19])[CH3:20]. The yield is 0.480. (2) The reactants are [C:1](Cl)(=O)[C:2]([Cl:4])=[O:3].[C:7]([N:17]1C[CH2:23][CH2:22][CH:18]1C(O)=O)([O:9][CH2:10][C:11]1[CH:16]=[CH:15][CH:14]=[CH:13][CH:12]=1)=[O:8].CN(C)C=O. The catalyst is C(Cl)Cl. The product is [CH2:10]([O:9][C:7]([N:17]1[CH2:18][CH2:22][CH2:23][CH:1]1[C:2]([Cl:4])=[O:3])=[O:8])[C:11]1[CH:16]=[CH:15][CH:14]=[CH:13][CH:12]=1. The yield is 1.00. (3) The reactants are Br[C:2]1[CH:17]=[CH:16][C:5]2[CH:6]=[C:7]([C:9]3[CH:14]=[CH:13][C:12]([F:15])=[CH:11][CH:10]=3)[S:8][C:4]=2[CH:3]=1.[C:18]1([S:24]([O-:26])=[O:25])[CH:23]=[CH:22][CH:21]=[CH:20][CH:19]=1.[Na+].C(=O)([O-])[O-].[Cs+].[Cs+]. The catalyst is [Cl-].C([N+](CCCC)(CCCC)CCCC)CCC.C1(C)C=CC=CC=1.ClCCl.C1C=CC(/C=C/C(/C=C/C2C=CC=CC=2)=O)=CC=1.C1C=CC(/C=C/C(/C=C/C2C=CC=CC=2)=O)=CC=1.C1C=CC(/C=C/C(/C=C/C2C=CC=CC=2)=O)=CC=1.[Pd].[Pd]. The product is [C:18]1([S:24]([C:2]2[CH:17]=[CH:16][C:5]3[CH:6]=[C:7]([C:9]4[CH:14]=[CH:13][C:12]([F:15])=[CH:11][CH:10]=4)[S:8][C:4]=3[CH:3]=2)(=[O:26])=[O:25])[CH:23]=[CH:22][CH:21]=[CH:20][CH:19]=1. The yield is 0.530. (4) The reactants are [O:1]=[C:2]1[CH2:5][CH:4]([C:6]([O:8][CH2:9][CH3:10])=[O:7])[CH2:3]1.[BH4-].[Na+].Cl. The catalyst is CCO. The product is [OH:1][C@@H:2]1[CH2:5][C@H:4]([C:6]([O:8][CH2:9][CH3:10])=[O:7])[CH2:3]1. The yield is 0.660. (5) The reactants are [Cl:1][C:2]1[CH:3]=[C:4]2[C:8](=[CH:9][CH:10]=1)[NH:7][CH:6]=[CH:5]2.[CH3:11]C1C2C(=CC=CC=2)NC=1. No catalyst specified. The product is [Cl:1][C:2]1[CH:3]=[C:4]2[C:8](=[CH:9][CH:10]=1)[N:7]([CH3:11])[CH:6]=[CH:5]2. The yield is 0.910. (6) The reactants are N1C=CC=CC=1.[C:7]([O:10][C:11](=[O:13])[CH3:12])(=O)[CH3:8].O[C:15]1[C:16](C)=[C:17]([CH:21]=[C:22](C)[CH:23]=1)[C:18]([OH:20])=[O:19].CCCCCCC. The catalyst is C1(C)C=CC=CC=1. The product is [C:11]([O:10][C:7]1[C:21]([CH3:22])=[C:17]([CH:16]=[C:15]([CH3:23])[CH:8]=1)[C:18]([OH:20])=[O:19])(=[O:13])[CH3:12]. The yield is 0.801.